From a dataset of Full USPTO retrosynthesis dataset with 1.9M reactions from patents (1976-2016). Predict the reactants needed to synthesize the given product. (1) Given the product [NH2:46][CH2:47][C@@H:48]1[CH2:52][CH2:51][N:50]([C:53]2[C:62]3[C:57](=[CH:58][C:59]([CH3:63])=[CH:60][CH:61]=3)[N:56]=[C:55]([C:64]3[C:69]([F:70])=[CH:68][CH:67]=[CH:66][C:65]=3[OH:71])[N:54]=2)[CH2:49]1, predict the reactants needed to synthesize it. The reactants are: N1CC[C@@H](CN)C1.C([O-])([O-])=O.[Na+].[Na+].C(C(C)=O)C(C)C.ClC1C2C(=CC(C)=CC=2)N=C(C2C(F)=CC=CC=2O)N=1.CC(C)C/C(=[N:46]/[CH2:47][C@@H:48]1[CH2:52][CH2:51][N:50]([C:53]2[C:62]3[C:57](=[CH:58][C:59]([CH3:63])=[CH:60][CH:61]=3)[N:56]=[C:55]([C:64]3[C:69]([F:70])=[CH:68][CH:67]=[CH:66][C:65]=3[OH:71])[N:54]=2)[CH2:49]1)/C. (2) Given the product [O:1]1[CH:5]=[CH:4][C:3]([C:6]2[CH:7]=[C:8]([C:17]([F:18])([F:20])[F:19])[C:9]3[N:10]([CH:12]=[C:13]([CH2:15][O:16][S:31]([CH3:30])(=[O:33])=[O:32])[N:14]=3)[CH:11]=2)=[CH:2]1, predict the reactants needed to synthesize it. The reactants are: [O:1]1[CH:5]=[CH:4][C:3]([C:6]2[CH:7]=[C:8]([C:17]([F:20])([F:19])[F:18])[C:9]3[N:10]([CH:12]=[C:13]([CH2:15][OH:16])[N:14]=3)[CH:11]=2)=[CH:2]1.C(N(CC)C(C)C)(C)C.[CH3:30][S:31](Cl)(=[O:33])=[O:32]. (3) Given the product [OH:53][C:47]([C:49]([F:52])([F:51])[F:50])=[O:48].[Cl:30][C:27]1[CH:26]=[CH:25][C:24]([C:23]([NH:22][C:20]2[N:19]([CH2:32][CH:33]3[CH2:37][CH2:36][CH2:35][NH:34]3)[C:18]3[CH:45]=[CH:46][C:15]([CH2:14][N:7]([C@H:8]([C:10]([CH3:13])([CH3:12])[CH3:11])[CH3:9])[C:5](=[O:6])[O:4][CH2:1][CH:2]=[CH2:3])=[CH:16][C:17]=3[N:21]=2)=[O:31])=[CH:29][CH:28]=1, predict the reactants needed to synthesize it. The reactants are: [CH2:1]([O:4][C:5]([N:7]([CH2:14][C:15]1[CH:46]=[CH:45][C:18]2[N:19]([CH2:32][CH:33]3[CH2:37][CH2:36][CH2:35][N:34]3C(OC(C)(C)C)=O)[C:20]([NH:22][C:23](=[O:31])[C:24]3[CH:29]=[CH:28][C:27]([Cl:30])=[CH:26][CH:25]=3)=[N:21][C:17]=2[CH:16]=1)[C@H:8]([C:10]([CH3:13])([CH3:12])[CH3:11])[CH3:9])=[O:6])[CH:2]=[CH2:3].[C:47]([OH:53])([C:49]([F:52])([F:51])[F:50])=[O:48]. (4) Given the product [F:32][C:31]([F:34])([F:33])[C:29]([OH:35])=[O:30].[F:1][C:2]1[CH:7]=[CH:6][CH:5]=[C:4]([F:8])[C:3]=1[NH:9][C:10]([C@@H:12]1[CH2:21][C:20]2[C:15](=[CH:16][CH:17]=[CH:18][CH:19]=2)[CH2:14][NH:13]1)=[O:11], predict the reactants needed to synthesize it. The reactants are: [F:1][C:2]1[CH:7]=[CH:6][CH:5]=[C:4]([F:8])[C:3]=1[NH:9][C:10]([C@@H:12]1[CH2:21][C:20]2[C:15](=[CH:16][CH:17]=[CH:18][CH:19]=2)[CH2:14][N:13]1C(OC(C)(C)C)=O)=[O:11].[C:29]([OH:35])([C:31]([F:34])([F:33])[F:32])=[O:30]. (5) Given the product [Br:1][C:2]1[N:3]=[CH:4][C:5]([NH2:12])=[C:6]([NH:8][CH:9]([CH3:11])[CH3:10])[CH:7]=1, predict the reactants needed to synthesize it. The reactants are: [Br:1][C:2]1[CH:7]=[C:6]([NH:8][CH:9]([CH3:11])[CH3:10])[C:5]([N+:12]([O-])=O)=[CH:4][N:3]=1. (6) Given the product [Cl:3][C:1]1[C:16]([NH2:15])=[C:17]([CH3:22])[C:18]([O:9][CH3:6])=[C:19]([I:11])[CH:20]=1, predict the reactants needed to synthesize it. The reactants are: [CH2:1]([Cl:3])Cl.CO.[C:6]([O-:9])([O-])=O.[Ca+2].[I-:11].[Cl-].[Cl-].C[N+:15](C)(C)[CH2:16][C:17]1[CH:22]=C[CH:20]=[CH:19][CH:18]=1.C[N+](C)(C)CC1C=CC=CC=1.C[N+](C)(C)CC1C=CC=CC=1.